Dataset: NCI-60 drug combinations with 297,098 pairs across 59 cell lines. Task: Regression. Given two drug SMILES strings and cell line genomic features, predict the synergy score measuring deviation from expected non-interaction effect. (1) Drug 1: CC1=C2C(C(=O)C3(C(CC4C(C3C(C(C2(C)C)(CC1OC(=O)C(C(C5=CC=CC=C5)NC(=O)C6=CC=CC=C6)O)O)OC(=O)C7=CC=CC=C7)(CO4)OC(=O)C)O)C)OC(=O)C. Drug 2: CS(=O)(=O)OCCCCOS(=O)(=O)C. Cell line: 786-0. Synergy scores: CSS=18.0, Synergy_ZIP=-4.04, Synergy_Bliss=-2.27, Synergy_Loewe=-15.0, Synergy_HSA=-1.81. (2) Drug 1: CC1C(C(CC(O1)OC2CC(CC3=C2C(=C4C(=C3O)C(=O)C5=C(C4=O)C(=CC=C5)OC)O)(C(=O)CO)O)N)O.Cl. Drug 2: C1=CC(=C2C(=C1NCCNCCO)C(=O)C3=C(C=CC(=C3C2=O)O)O)NCCNCCO. Cell line: SN12C. Synergy scores: CSS=54.3, Synergy_ZIP=4.15, Synergy_Bliss=2.53, Synergy_Loewe=-14.1, Synergy_HSA=3.20.